This data is from NCI-60 drug combinations with 297,098 pairs across 59 cell lines. The task is: Regression. Given two drug SMILES strings and cell line genomic features, predict the synergy score measuring deviation from expected non-interaction effect. (1) Drug 1: C1=CC(=CC=C1CCC2=CNC3=C2C(=O)NC(=N3)N)C(=O)NC(CCC(=O)O)C(=O)O. Drug 2: C1CN(CCN1C(=O)CCBr)C(=O)CCBr. Cell line: ACHN. Synergy scores: CSS=34.2, Synergy_ZIP=3.17, Synergy_Bliss=3.79, Synergy_Loewe=2.60, Synergy_HSA=3.72. (2) Drug 1: C1=CC(=CC=C1CCC2=CNC3=C2C(=O)NC(=N3)N)C(=O)NC(CCC(=O)O)C(=O)O. Drug 2: C(=O)(N)NO. Cell line: LOX IMVI. Synergy scores: CSS=43.9, Synergy_ZIP=4.36, Synergy_Bliss=0.674, Synergy_Loewe=-24.7, Synergy_HSA=0.233.